Dataset: Reaction yield outcomes from USPTO patents with 853,638 reactions. Task: Predict the reaction yield, written as a fraction of the theoretical maximum amount of product (1.0 means a 100% yield; for example, 0.34 means a 34% yield). The reactants are [NH2:1][C:2]1[O:6][N:5]=[C:4]([CH3:7])[C:3]=1[Br:8].[N:9]1[CH:14]=[CH:13][CH:12]=[CH:11][C:10]=1[C:15]1[S:19][C:18]([S:20](Cl)(=[O:22])=[O:21])=[CH:17][CH:16]=1. No catalyst specified. The product is [Br:8][C:3]1[C:4]([CH3:7])=[N:5][O:6][C:2]=1[NH:1][S:20]([C:18]1[S:19][C:15]([C:10]2[CH:11]=[CH:12][CH:13]=[CH:14][N:9]=2)=[CH:16][CH:17]=1)(=[O:21])=[O:22]. The yield is 0.400.